From a dataset of Forward reaction prediction with 1.9M reactions from USPTO patents (1976-2016). Predict the product of the given reaction. (1) Given the reactants [C:1]([O:10]C)(=O)[C:2]1[C:3](=[CH:5][CH:6]=[CH:7][CH:8]=1)[SH:4].[S:12]1[CH:16]=[CH:15][CH:14]=[C:13]1[C:17](O)=O.C([N:22](CC)CC)C, predict the reaction product. The product is: [S:12]1[CH:16]=[CH:15][CH:14]=[C:13]1[C:17]1[S:4][C:3]2[CH:5]=[CH:6][CH:7]=[CH:8][C:2]=2[C:1](=[O:10])[N:22]=1. (2) Given the reactants [CH2:1]([S:3]([N:6]1[CH2:11][CH2:10][CH:9]([C:12]2[C:20]3[C:15](=[C:16]([C:30]([NH2:32])=[O:31])[CH:17]=[C:18](B4OC(C)(C)C(C)(C)O4)[CH:19]=3)[NH:14][CH:13]=2)[CH2:8][CH2:7]1)(=[O:5])=[O:4])[CH3:2].C(=O)([O-])[O-].[Na+].[Na+].Br[C:40]1[CH:41]=[N:42][N:43]([CH2:45][CH2:46][Cl:47])[CH:44]=1, predict the reaction product. The product is: [Cl:47][CH2:46][CH2:45][N:43]1[CH:44]=[C:40]([C:18]2[CH:19]=[C:20]3[C:15](=[C:16]([C:30]([NH2:32])=[O:31])[CH:17]=2)[NH:14][CH:13]=[C:12]3[CH:9]2[CH2:10][CH2:11][N:6]([S:3]([CH2:1][CH3:2])(=[O:5])=[O:4])[CH2:7][CH2:8]2)[CH:41]=[N:42]1. (3) Given the reactants N[C@H](C(O)=O)CC1C=CC(O)=CC=1.C1(C2C=CC3N(C=CN=3)C=2)C=CC=CC=1.C1(C2C=CC3N(C=CN=3)N=2)C=CC=CC=1.C1(C2C=CC(=O)NC=2)C=CC=CC=1.C1(C2C=CC(=O)NN=2)C=CC=CC=1.C1(C2N=CC(=O)NC=2)C=CC=CC=1.CCCCCCCCCCCCCCCC(OC[C@@H](OC(CCCCCCCCCCCCCCC)=O)C[O:104][P:105]([O:108][C@@H:109]1[C@H:114]([OH:115])[C@H:113]([O:116]P(O)(O)=O)[C@@H:112]([O:121]P(O)(O)=O)[C@H:111]([O:126]P(O)(O)=O)[C@H:110]1[OH:131])([OH:107])=[O:106])=O, predict the reaction product. The product is: [C@@H:113]1([OH:116])[CH:112]([OH:121])[C@@H:111]([OH:126])[C@H:110]([OH:131])[CH:109]([O:108][P:105]([OH:106])([OH:107])=[O:104])[C@@H:114]1[OH:115]. (4) Given the reactants COCCOCCN(CCOCCOC)CCOCCOC.[OH-].[K+].[Cl:25][C:26]1[C:27]2[CH:34]=[CH:33][NH:32][C:28]=2[N:29]=[CH:30][N:31]=1.[C:35]([O:43][C@@H:44]1[C@@H:48]([CH2:49][O:50][C:51](=[O:58])[C:52]2[CH:57]=[CH:56][CH:55]=[CH:54][CH:53]=2)[O:47][C@H:46](Br)[C@H:45]1[F:60])(=[O:42])[C:36]1[CH:41]=[CH:40][CH:39]=[CH:38][CH:37]=1, predict the reaction product. The product is: [Cl:25][C:26]1[C:27]2[CH:34]=[CH:33][N:32]([C@@H:46]3[O:47][C@H:48]([CH2:49][O:50][C:51](=[O:58])[C:52]4[CH:57]=[CH:56][CH:55]=[CH:54][CH:53]=4)[C@@H:44]([O:43][C:35](=[O:42])[C:36]4[CH:41]=[CH:40][CH:39]=[CH:38][CH:37]=4)[C@@H:45]3[F:60])[C:28]=2[N:29]=[CH:30][N:31]=1. (5) The product is: [N:15]([CH2:18][CH2:19][CH2:20][CH2:21][CH2:22][CH:23]([OH:24])[CH2:13][C:12]#[N:14])=[N+:16]=[N-:17]. Given the reactants C([Li])CCC.CCCCCC.[C:12](#[N:14])[CH3:13].[N:15]([CH2:18][CH2:19][CH2:20][CH2:21][CH2:22][CH:23]=[O:24])=[N+:16]=[N-:17], predict the reaction product. (6) Given the reactants [N+:1]([C:4]1[CH:5]=[C:6]([CH2:10][CH2:11]OS(C)(=O)=O)[CH:7]=[CH:8][CH:9]=1)([O-])=O.C(=O)([O-])[O-].[Cs+].[Cs+].[NH:23]1[CH2:27][CH2:26][CH2:25][CH2:24]1, predict the reaction product. The product is: [N:23]1([CH2:11][CH2:10][C:6]2[CH:5]=[C:4]([NH2:1])[CH:9]=[CH:8][CH:7]=2)[CH2:27][CH2:26][CH2:25][CH2:24]1. (7) Given the reactants C([O:3][C:4](=[O:15])[C:5]1[CH:10]=[C:9]([Cl:11])[CH:8]=[C:7]([F:12])[C:6]=1[NH:13][CH3:14])C.[OH-].[Na+], predict the reaction product. The product is: [Cl:11][C:9]1[CH:8]=[C:7]([F:12])[C:6]([NH:13][CH3:14])=[C:5]([CH:10]=1)[C:4]([OH:15])=[O:3]. (8) Given the reactants Cl[C:2]1[N:7]2[N:8]=[CH:9][N:10]=[C:6]2[N:5]=[CH:4][CH:3]=1.Cl.[CH3:12][C@@H:13]1[CH2:18][CH2:17][N:16]([C:19](=[O:23])[CH2:20][C:21]#[N:22])[CH2:15][C@@H:14]1[NH:24][CH3:25].C(=O)([O-])O.[Na+].O, predict the reaction product. The product is: [N:8]1[N:7]2[C:2]([N:24]([CH3:25])[C@@H:14]3[C@H:13]([CH3:12])[CH2:18][CH2:17][N:16]([C:19](=[O:23])[CH2:20][C:21]#[N:22])[CH2:15]3)=[CH:3][CH:4]=[N:5][C:6]2=[N:10][CH:9]=1. (9) Given the reactants [Cl:1][C:2]1[CH:11]=[C:10]([C:12]([NH:14][CH2:15][C:16]2[C:24]3[N:23]=[CH:22][N:21](C(OC(C)(C)C)=O)[C:20]=3[CH:19]=[CH:18][CH:17]=2)=[O:13])[CH:9]=[CH:8][C:3]=1[C:4]([O:6]C)=[O:5], predict the reaction product. The product is: [Cl:1][C:2]1[CH:11]=[C:10]([C:12]([NH:14][CH2:15][C:16]2[C:24]3[NH:23][CH:22]=[N:21][C:20]=3[CH:19]=[CH:18][CH:17]=2)=[O:13])[CH:9]=[CH:8][C:3]=1[C:4]([OH:6])=[O:5].